This data is from Peptide-MHC class I binding affinity with 185,985 pairs from IEDB/IMGT. The task is: Regression. Given a peptide amino acid sequence and an MHC pseudo amino acid sequence, predict their binding affinity value. This is MHC class I binding data. (1) The peptide sequence is ETTQALQLF. The MHC is HLA-A24:02 with pseudo-sequence HLA-A24:02. The binding affinity (normalized) is 0.246. (2) The peptide sequence is AEVQIDRLIT. The MHC is HLA-B40:02 with pseudo-sequence HLA-B40:02. The binding affinity (normalized) is 0.624. (3) The peptide sequence is RVHGATVFK. The MHC is HLA-B58:01 with pseudo-sequence HLA-B58:01. The binding affinity (normalized) is 0.0847. (4) The peptide sequence is AFGLFWLVW. The MHC is HLA-A26:01 with pseudo-sequence HLA-A26:01. The binding affinity (normalized) is 0.0847.